From a dataset of Forward reaction prediction with 1.9M reactions from USPTO patents (1976-2016). Predict the product of the given reaction. (1) Given the reactants [P:1]1[C:14]2[CH:13]=[CH:12][C:11]3[C:6](=[CH:7][CH:8]=[CH:9][CH:10]=3)[C:5]=2[CH:4]=[CH:3][CH:2]=1.[C:15]([C:19]1[CH:24]=[CH:23][CH:22]=[CH:21][C:20]=1[N:25]1[C:37]2[C:36](O)=[C:35](O)[CH:34]=[CH:33][C:32]=2[C:31]2[C:26]1=[CH:27][CH:28]=[CH:29][CH:30]=2)([CH3:18])([CH3:17])[CH3:16].[C:40](=[O:43])([O-])[O-].[K+].[K+].CI.C[C:49](C)=[O:50], predict the reaction product. The product is: [P:1]1[C:14]2[CH:13]=[CH:12][C:11]3[C:6](=[CH:7][CH:8]=[CH:9][CH:10]=3)[C:5]=2[CH:4]=[CH:3][CH:2]=1.[C:15]([C:19]1[CH:24]=[CH:23][CH:22]=[CH:21][C:20]=1[N:25]1[C:37]2[C:36]([O:50][CH3:49])=[C:35]([O:43][CH3:40])[CH:34]=[CH:33][C:32]=2[C:31]2[C:26]1=[CH:27][CH:28]=[CH:29][CH:30]=2)([CH3:16])([CH3:17])[CH3:18]. (2) Given the reactants C([O:8][N:9]1[C:14]2[N:15]=[CH:16][N:17]=[C:18]([CH3:19])[C:13]=2[C:12]([NH:20][CH2:21][CH:22]2[CH2:27][CH2:26][N:25]([CH3:28])[CH2:24][CH2:23]2)=[CH:11][C:10]1=[O:29])C1C=CC=CC=1.[H][H], predict the reaction product. The product is: [OH:8][N:9]1[C:14]2[N:15]=[CH:16][N:17]=[C:18]([CH3:19])[C:13]=2[C:12]([NH:20][CH2:21][CH:22]2[CH2:27][CH2:26][N:25]([CH3:28])[CH2:24][CH2:23]2)=[CH:11][C:10]1=[O:29]. (3) Given the reactants C[Mg+].[Br-].[CH3:4][O:5][C:6]1[CH:7]=[CH:8][CH:9]=[C:10]2[C:14]=1[NH:13][CH:12]=[CH:11]2.[C:15](Cl)(=[O:17])[CH3:16].Cl, predict the reaction product. The product is: [CH3:4][O:5][C:6]1[CH:7]=[CH:8][CH:9]=[C:10]2[C:14]=1[NH:13][CH:12]=[C:11]2[C:15](=[O:17])[CH3:16]. (4) Given the reactants [CH3:1][O:2][CH2:3][CH2:4][O:5][CH2:6][O:7][CH2:8][CH2:9][CH2:10][C:11]1[CH:16]=[CH:15][C:14]([C:17]2[CH:22]=[C:21]([OH:23])[CH:20]=[C:19]([C:24]3[CH:29]=[CH:28][C:27]([CH2:30][CH2:31][CH2:32][O:33][CH2:34][O:35][CH2:36][CH2:37][O:38][CH3:39])=[CH:26][CH:25]=3)[CH:18]=2)=[CH:13][CH:12]=1.C(N(CC)CC)C.[F:47][C:48]([F:61])([F:60])[S:49](O[S:49]([C:48]([F:61])([F:60])[F:47])(=[O:51])=[O:50])(=[O:51])=[O:50], predict the reaction product. The product is: [CH3:1][O:2][CH2:3][CH2:4][O:5][CH2:6][O:7][CH2:8][CH2:9][CH2:10][C:11]1[CH:12]=[CH:13][C:14]([C:17]2[CH:22]=[C:21]([O:23][S:49]([C:48]([F:61])([F:60])[F:47])(=[O:51])=[O:50])[CH:20]=[C:19]([C:24]3[CH:25]=[CH:26][C:27]([CH2:30][CH2:31][CH2:32][O:33][CH2:34][O:35][CH2:36][CH2:37][O:38][CH3:39])=[CH:28][CH:29]=3)[CH:18]=2)=[CH:15][CH:16]=1. (5) Given the reactants [CH:1]1[C:10]2[C:5](=[CH:6][C:7]([C:11]3[S:15][C:14]([N:16]4[C@@H:25]([CH2:26][N:27]5C(=O)C6C=CC=CC=6C5=O)[CH2:24][C:23]5[C:18](=[CH:19][CH:20]=[CH:21][CH:22]=5)[CH2:17]4)=[N:13][N:12]=3)=[CH:8][CH:9]=2)[CH:4]=[CH:3][N:2]=1.C1C2C(=CC(C3SC(N[C@H](CC4C=CC=CC=4)CN4C(=O)C5C=CC=CC=5C4=O)=NN=3)=CC=2)C=CN=1.C(O)=O.C=O, predict the reaction product. The product is: [CH:1]1[C:10]2[C:5](=[CH:6][C:7]([C:11]3[S:15][C:14]([N:16]4[C@@H:25]([CH2:26][NH2:27])[CH2:24][C:23]5[C:18](=[CH:19][CH:20]=[CH:21][CH:22]=5)[CH2:17]4)=[N:13][N:12]=3)=[CH:8][CH:9]=2)[CH:4]=[CH:3][N:2]=1. (6) Given the reactants [C:1]([C:5]1[CH:6]=[C:7]([C:14]2[C:15]([O:20][CH3:21])=[N:16][CH:17]=[CH:18][CH:19]=2)[C:8]([OH:13])=[C:9]([CH:12]=1)[CH:10]=[O:11])([CH3:4])([CH3:3])[CH3:2].[CH2:22](Br)[C:23]1[CH:28]=[CH:27][CH:26]=[CH:25][CH:24]=1.C([O-])([O-])=O.[K+].[K+], predict the reaction product. The product is: [CH2:22]([O:13][C:8]1[C:7]([C:14]2[C:15]([O:20][CH3:21])=[N:16][CH:17]=[CH:18][CH:19]=2)=[CH:6][C:5]([C:1]([CH3:4])([CH3:2])[CH3:3])=[CH:12][C:9]=1[CH:10]=[O:11])[C:23]1[CH:28]=[CH:27][CH:26]=[CH:25][CH:24]=1. (7) Given the reactants [F:1][C:2]([F:13])([F:12])[CH:3]([C:5]1[CH:10]=[CH:9][C:8](I)=[CH:7][CH:6]=1)[OH:4].[CH2:14]([N:17]1[C:21](=[O:22])[C:20]2=[CH:23][CH:24]=[CH:25][CH:26]=[C:19]2[C:18]1=[O:27])[C:15]#[CH:16], predict the reaction product. The product is: [F:1][C:2]([F:13])([F:12])[CH:3]([C:5]1[CH:10]=[CH:9][C:8]([C:16]#[C:15][CH2:14][N:17]2[C:21](=[O:22])[C:20]3[C:19](=[CH:26][CH:25]=[CH:24][CH:23]=3)[C:18]2=[O:27])=[CH:7][CH:6]=1)[OH:4]. (8) Given the reactants [Cl:1][C:2]1[C:7]([F:8])=[CH:6][CH:5]=[C:4]([O:9][CH:10]([F:12])[F:11])[C:3]=1[C@H:13]([C:15]1[C:23]2[C:18](=[N:19][CH:20]=[C:21]([C:24]3[CH:25]=[N:26][N:27]([CH:30]4[CH2:35][CH2:34][NH:33][CH2:32][CH2:31]4)[C:28]=3[CH3:29])[CH:22]=2)[NH:17][CH:16]=1)[CH3:14].[C:36](O)(=[O:38])[CH3:37].CN(C(ON1N=NC2C=CC=CC1=2)=[N+](C)C)C.[B-](F)(F)(F)F.C(N(CC)CC)C.C(Cl)Cl, predict the reaction product. The product is: [Cl:1][C:2]1[C:7]([F:8])=[CH:6][CH:5]=[C:4]([O:9][CH:10]([F:12])[F:11])[C:3]=1[C@H:13]([C:15]1[C:23]2[C:18](=[N:19][CH:20]=[C:21]([C:24]3[CH:25]=[N:26][N:27]([CH:30]4[CH2:31][CH2:32][N:33]([C:36](=[O:38])[CH3:37])[CH2:34][CH2:35]4)[C:28]=3[CH3:29])[CH:22]=2)[NH:17][CH:16]=1)[CH3:14]. (9) Given the reactants Br[C:2]1[CH:7]=[CH:6][C:5]([C:8]([CH3:11])([CH3:10])[CH3:9])=[CH:4][CH:3]=1.C([Li:16])CCC.CCCCCC.[O:23]1[CH2:27][CH2:26][CH2:25][CH2:24]1, predict the reaction product. The product is: [C:8]([C:5]1[CH:6]=[CH:7][C:2]([Li:16])=[CH:3][CH:4]=1)([CH3:11])([CH3:10])[CH3:9].[CH2:26]1[CH2:27][O:23][CH2:24][CH2:25]1. (10) Given the reactants [ClH:1].[CH:2]1([C:5]([NH:12][S@@](C(C)(C)C)=O)([C:7]2[N:11]=[CH:10][O:9][N:8]=2)[CH3:6])[CH2:4][CH2:3]1, predict the reaction product. The product is: [ClH:1].[CH:2]1([C:5]([C:7]2[N:11]=[CH:10][O:9][N:8]=2)([NH2:12])[CH3:6])[CH2:4][CH2:3]1.